Dataset: Experimentally validated miRNA-target interactions with 360,000+ pairs, plus equal number of negative samples. Task: Binary Classification. Given a miRNA mature sequence and a target amino acid sequence, predict their likelihood of interaction. (1) The miRNA is hsa-miR-5585-5p with sequence UGAAGUACCAGCUACUCGAGAG. The protein sequence of the target gene is MTQFLPPNLLALFAPRDPIPYLPPLEKLPHEKHHNQPYCGIAPYIREFEDPRDAPPPTRAETREERMERKRREKIERRQQEVETELKMWDPHNDPNAQGDAFKTLFVARVNYDTTESKLRREFEVYGPIKRIHMVYSKRSGKPRGYAFIEYEHERDMHSAYKHADGKKIDGRRVLVDVERGRTVKGWRPRRLGGGLGGTRRGGADVNIRHSGRDDTSRYDERPGPSPLPHRDRDRDRERERRERSRERDKERERRRSRSRDRRRRSRSRDKDERRRSRERSKDKDRDRKRRSSRSRERAR.... Result: 0 (no interaction). (2) The miRNA is hsa-miR-6511a-5p with sequence CAGGCAGAAGUGGGGCUGACAGG. The protein sequence of the target gene is MEPDDFDSEDKEILSWDINDVKLPQNVKKTDWFQEWPDSYAKHIYSSEDKNAQRHLSSWAMRNTNNHNSRILKKSCLGVVVCGRDCLAEEGRKIYLRPAICDKARQKQQRKRCPNCDGPLKLIPCRGHGGFPVTNFWRHDGRFIFFQSKGEHDHPKPETKLEAEARRAMKKVNTAPSSVSLSLKGSTETRSLPGETQSQGSLPLTWSFQEGVQLPGSYSGHLIANTPQQNSLNDCFSFSKSYGLGGITDLTDQTSTVDPMKLYEKRKLSSSRTYSSGDLLPPSASGVYSDHGDLQAWSKN.... Result: 1 (interaction).